Dataset: Full USPTO retrosynthesis dataset with 1.9M reactions from patents (1976-2016). Task: Predict the reactants needed to synthesize the given product. (1) The reactants are: [NH:1]1[CH2:5][CH2:4][C@@H:3]([NH:6][C:7]([C:9]2[C:13]3[N:14]=[CH:15][N:16]=[C:17]([C:18]4[C:26]5[O:25][CH2:24][O:23][C:22]=5[CH:21]=[CH:20][C:19]=4[O:27][CH2:28][CH2:29][CH2:30][CH3:31])[C:12]=3[NH:11][CH:10]=2)=[O:8])[CH2:2]1.Cl[C:33]([O:35][CH2:36][CH3:37])=[O:34]. Given the product [CH2:36]([O:35][C:33]([N:1]1[CH2:5][CH2:4][C@@H:3]([NH:6][C:7]([C:9]2[C:13]3[N:14]=[CH:15][N:16]=[C:17]([C:18]4[C:26]5[O:25][CH2:24][O:23][C:22]=5[CH:21]=[CH:20][C:19]=4[O:27][CH2:28][CH2:29][CH2:30][CH3:31])[C:12]=3[NH:11][CH:10]=2)=[O:8])[CH2:2]1)=[O:34])[CH3:37], predict the reactants needed to synthesize it. (2) Given the product [N:1]1([C:7]2[CH:17]=[CH:16][CH:15]=[CH:14][C:8]=2[C:9]([OH:11])=[O:10])[CH2:2][CH2:3][O:4][CH2:5][CH2:6]1, predict the reactants needed to synthesize it. The reactants are: [N:1]1([C:7]2[CH:17]=[CH:16][CH:15]=[CH:14][C:8]=2[C:9]([O:11]CC)=[O:10])[CH2:6][CH2:5][O:4][CH2:3][CH2:2]1.[OH-].[Na+].ClCCl.C(O)C.N. (3) Given the product [CH:32]1([CH2:31][O:30][C:22]2[CH:23]=[CH:24][C:25]3[O:26][CH2:27][O:28][C:29]=3[C:21]=2[C:20]2[C:15]3[NH:14][C:13]([CH3:35])=[C:12]([C:10]([NH:9][C@H:6]4[CH2:7][CH2:8][C@@H:3]([NH:2][C:39](=[O:40])[CH2:38][O:37][CH3:36])[CH2:4][CH2:5]4)=[O:11])[C:16]=3[N:17]=[CH:18][N:19]=2)[CH2:34][CH2:33]1, predict the reactants needed to synthesize it. The reactants are: Cl.[NH2:2][C@@H:3]1[CH2:8][CH2:7][C@H:6]([NH:9][C:10]([C:12]2[C:16]3[N:17]=[CH:18][N:19]=[C:20]([C:21]4[C:29]5[O:28][CH2:27][O:26][C:25]=5[CH:24]=[CH:23][C:22]=4[O:30][CH2:31][CH:32]4[CH2:34][CH2:33]4)[C:15]=3[NH:14][C:13]=2[CH3:35])=[O:11])[CH2:5][CH2:4]1.[CH3:36][O:37][CH2:38][C:39](Cl)=[O:40]. (4) The reactants are: [NH2:1][C:2]1[N:3]=[CH:4][C:5]([C:8]2[C:9]([F:19])=[C:10]([OH:18])[C:11]([CH:14]3[CH2:17][CH2:16][CH2:15]3)=[CH:12][CH:13]=2)=[N:6][CH:7]=1.Cl[C:21]1[N:26]=[CH:25][N:24]=[C:23]([N:27]([CH3:29])[CH3:28])[CH:22]=1. Given the product [NH2:1][C:2]1[N:3]=[CH:4][C:5]([C:8]2[C:9]([F:19])=[C:10]([C:11]([CH:14]3[CH2:15][CH2:16][CH2:17]3)=[CH:12][CH:13]=2)[O:18][C:25]2[N:24]=[C:23]([N:27]([CH3:29])[CH3:28])[CH:22]=[CH:21][N:26]=2)=[N:6][CH:7]=1, predict the reactants needed to synthesize it.